From a dataset of Forward reaction prediction with 1.9M reactions from USPTO patents (1976-2016). Predict the product of the given reaction. Given the reactants C1(O[C:8](=[O:30])[NH:9][C:10]2[S:14][N:13]=[C:12]([O:15][CH2:16][C:17]3[C:22]([F:23])=[CH:21][C:20]([CH3:24])=[C:19]([F:25])[C:18]=3[F:26])[C:11]=2[C:27](=[O:29])[NH2:28])C=CC=CC=1.[NH2:31][CH2:32][CH2:33][CH2:34][CH:35]([OH:43])[CH2:36][N:37]1[CH2:42][CH2:41][CH2:40][CH2:39][CH2:38]1, predict the reaction product. The product is: [OH:43][CH:35]([CH2:36][N:37]1[CH2:38][CH2:39][CH2:40][CH2:41][CH2:42]1)[CH2:34][CH2:33][CH2:32][NH:31][C:8](=[O:30])[NH:9][C:10]1[S:14][N:13]=[C:12]([O:15][CH2:16][C:17]2[C:22]([F:23])=[CH:21][C:20]([CH3:24])=[C:19]([F:25])[C:18]=2[F:26])[C:11]=1[C:27]([NH2:28])=[O:29].